Dataset: Full USPTO retrosynthesis dataset with 1.9M reactions from patents (1976-2016). Task: Predict the reactants needed to synthesize the given product. (1) The reactants are: [N:1]1([C:10]([O:12][C:13]([CH3:16])([CH3:15])[CH3:14])=[O:11])[CH2:6][CH2:5][CH2:4][C@@H:3]2[CH2:7][NH:8][CH2:9][C@H:2]12.Br[C:18]1[CH:19]=[CH:20][C:21]([Cl:24])=[N:22][CH:23]=1. Given the product [Cl:24][C:21]1[N:22]=[CH:23][C:18]([N:8]2[CH2:7][C@@H:3]3[C@@H:2]([N:1]([C:10]([O:12][C:13]([CH3:16])([CH3:15])[CH3:14])=[O:11])[CH2:6][CH2:5][CH2:4]3)[CH2:9]2)=[CH:19][CH:20]=1, predict the reactants needed to synthesize it. (2) The reactants are: Br[C:2]1[CH:7]=[CH:6][C:5]([CH2:8][CH2:9][CH2:10][CH3:11])=[CH:4][CH:3]=1.[Mg].BrCCBr.[C:17]1([C:27]#N)[C:26]2[C:21](=[CH:22][CH:23]=[CH:24][CH:25]=2)[CH:20]=[CH:19][N:18]=1.Cl.[OH-:30].[Na+]. Given the product [CH2:8]([C:5]1[CH:6]=[CH:7][C:2]([C:27]([C:17]2[C:26]3[C:21](=[CH:22][CH:23]=[CH:24][CH:25]=3)[CH:20]=[CH:19][N:18]=2)=[O:30])=[CH:3][CH:4]=1)[CH2:9][CH2:10][CH3:11], predict the reactants needed to synthesize it. (3) Given the product [Br:12][C:3]1[CH:4]=[C:5]([Cl:11])[C:6]([CH:8]([O:10][Si:13]([C:16]([CH3:19])([CH3:18])[CH3:17])([CH3:15])[CH3:14])[CH3:9])=[CH:7][C:2]=1[NH2:1], predict the reactants needed to synthesize it. The reactants are: [NH2:1][C:2]1[C:3]([Br:12])=[CH:4][C:5]([Cl:11])=[C:6]([CH:8]([OH:10])[CH3:9])[CH:7]=1.[Si:13](Cl)([C:16]([CH3:19])([CH3:18])[CH3:17])([CH3:15])[CH3:14].N1C=CN=C1.O. (4) Given the product [CH3:37][N:29]([CH:30]1[CH2:31][CH2:32][N:33]([CH3:36])[CH2:34][CH2:35]1)[C:27](=[O:28])[C:26]1[CH:38]=[CH:39][C:15]([C:14]2[NH:3][C:4](=[O:13])[C:5]3[C:6]([CH:12]=2)=[C:7]([CH3:11])[CH:8]=[CH:9][CH:10]=3)=[CH:24][CH:25]=1, predict the reactants needed to synthesize it. The reactants are: C([N:3]([CH2:14][CH3:15])[C:4](=[O:13])[C:5]1[CH:10]=[CH:9][CH:8]=[C:7]([CH3:11])[C:6]=1[CH3:12])C.[Li]CCCC.C(C1[CH:39]=[CH:38][C:26]([C:27]([N:29]([CH3:37])[CH:30]2[CH2:35][CH2:34][N:33]([CH3:36])[CH2:32][CH2:31]2)=[O:28])=[CH:25][CH:24]=1)#N.O. (5) Given the product [Br:11][C:12]1[CH:13]=[C:14]2[C:19](=[CH:20][CH:21]=1)[C:18](=[O:22])[N:17]([C:5]1[CH:6]=[CH:7][C:2]([F:1])=[CH:3][CH:4]=1)[C:16]([CH2:23][C:24]([O:26][CH3:27])=[O:25])=[CH:15]2, predict the reactants needed to synthesize it. The reactants are: [F:1][C:2]1[CH:7]=[CH:6][C:5](B(O)O)=[CH:4][CH:3]=1.[Br:11][C:12]1[CH:13]=[C:14]2[C:19](=[CH:20][CH:21]=1)[C:18](=[O:22])[NH:17][C:16]([CH2:23][C:24]([O:26][CH3:27])=[O:25])=[CH:15]2.N1C=CC=CC=1.Cl. (6) Given the product [F:13][C:14]1[CH:19]=[CH:18][C:17]([F:20])=[CH:16][C:15]=1[C:21]1[CH:26]=[C:25]([F:27])[CH:24]=[CH:23][C:22]=1[CH:28]([NH:30][S:9]([C:5]1[CH:6]=[CH:7][CH:8]=[C:3]([O:2][CH3:1])[CH:4]=1)(=[O:11])=[O:10])[CH3:29], predict the reactants needed to synthesize it. The reactants are: [CH3:1][O:2][C:3]1[CH:4]=[C:5]([S:9](Cl)(=[O:11])=[O:10])[CH:6]=[CH:7][CH:8]=1.[F:13][C:14]1[CH:19]=[CH:18][C:17]([F:20])=[CH:16][C:15]=1[C:21]1[CH:26]=[C:25]([F:27])[CH:24]=[CH:23][C:22]=1[CH:28]([NH2:30])[CH3:29].C(N(CC)CC)C. (7) Given the product [CH:23]([C:25]1[C:19]([SH:20])=[CH:35][C:31]([CH:32]=[CH2:33])=[C:30]2[C:26]=1[CH2:27][CH2:28][C:29]2=[O:37])=[CH2:24], predict the reactants needed to synthesize it. The reactants are: C(N(CC)CC)C.CN(C1C=CC=CN=1)C.CN(C)[C:19](Cl)=[S:20].[CH:23]([C:25]1[C:33](O)=[CH:32][C:31]([CH:35]=C)=[C:30]2[C:26]=1[CH2:27][CH2:28][C:29]2=[O:37])=[CH2:24]. (8) Given the product [CH2:1]([O:3][C:4]1[CH:5]=[C:6]([C:12]([C:14]2[CH:19]=[CH:18][C:17]([O:20][CH3:21])=[C:16]([NH2:22])[CH:15]=2)=[CH2:13])[CH:7]=[CH:8][C:9]=1[O:10][CH3:11])[CH3:2], predict the reactants needed to synthesize it. The reactants are: [CH2:1]([O:3][C:4]1[CH:5]=[C:6]([C:12]([C:14]2[CH:19]=[CH:18][C:17]([O:20][CH3:21])=[C:16]([N+:22]([O-])=O)[CH:15]=2)=[CH2:13])[CH:7]=[CH:8][C:9]=1[O:10][CH3:11])[CH3:2].O.O.[Sn](Cl)Cl.[OH-].[Na+]. (9) Given the product [CH3:12][C:13]1[CH:14]=[C:15]([CH:19]=[CH:20][CH:21]=1)[C:16]([NH:1][C:2]1[CH:3]=[CH:4][C:5]([Cl:11])=[C:6]([CH:10]=1)[C:7]([OH:9])=[O:8])=[O:17], predict the reactants needed to synthesize it. The reactants are: [NH2:1][C:2]1[CH:3]=[CH:4][C:5]([Cl:11])=[C:6]([CH:10]=1)[C:7]([OH:9])=[O:8].[CH3:12][C:13]1[CH:14]=[C:15]([CH:19]=[CH:20][CH:21]=1)[C:16](Cl)=[O:17].